From a dataset of Reaction yield outcomes from USPTO patents with 853,638 reactions. Predict the reaction yield, written as a fraction of the theoretical maximum amount of product (1.0 means a 100% yield; for example, 0.34 means a 34% yield). (1) The reactants are [CH3:1][C:2]1[CH:6]=[C:5]([CH3:7])[NH:4][N:3]=1.[CH2:8]=[O:9]. The catalyst is ClCCCl. The product is [OH:9][CH2:8][N:3]1[C:2]([CH3:1])=[CH:6][C:5]([CH3:7])=[N:4]1. The yield is 0.790. (2) The reactants are Br[C:2]1[CH:7]=[C:6]([F:8])[CH:5]=[C:4]([Br:9])[CH:3]=1.C(O[K])(C)(C)C.[CH3:16][N:17]([CH3:22])[CH2:18][CH2:19][NH:20]C. The catalyst is C1(C)C=CC=CC=1. The yield is 0.248. The product is [Br:9][C:4]1[CH:3]=[C:2]([NH:20][CH2:19][CH2:18][N:17]([CH3:22])[CH3:16])[CH:7]=[C:6]([F:8])[CH:5]=1. (3) The reactants are [NH:1]1[C:9]2[C:4](=[CH:5][CH:6]=[CH:7][CH:8]=2)[CH2:3][C:2]1=[O:10].[Li+].C[Si]([N-][Si](C)(C)C)(C)C.[CH3:21][N:22]([CH2:24][CH:25]1[C:33]2[C:28](=[CH:29][CH:30]=[CH:31][CH:32]=2)[C:27](=O)[O:26]1)[CH3:23].[Li+].C[Si]([N-][Si](C)(C)C)(C)C.C1COCC1. The catalyst is C(COC)OC.C1COCC1. The product is [CH3:23][N:22]([CH2:24][CH:25]1[C:33]2[C:28](=[CH:29][CH:30]=[CH:31][CH:32]=2)[C:27](=[C:3]2[C:4]3[C:9](=[CH:8][CH:7]=[CH:6][CH:5]=3)[NH:1][C:2]2=[O:10])[O:26]1)[CH3:21]. The yield is 0.240. (4) The reactants are [CH3:1][O:2][C:3]1[CH:4]=[C:5]([N:12]2[CH2:17][CH2:16][P:15](=[O:19])([CH3:18])[CH2:14][CH2:13]2)[CH:6]=[CH:7][C:8]=1[N+:9]([O-])=O. The catalyst is [Pd].C(O)C. The product is [CH3:1][O:2][C:3]1[CH:4]=[C:5]([N:12]2[CH2:17][CH2:16][P:15]([CH3:18])(=[O:19])[CH2:14][CH2:13]2)[CH:6]=[CH:7][C:8]=1[NH2:9]. The yield is 0.870. (5) The reactants are [N:1]1[CH:6]=[CH:5][CH:4]=[C:3]([NH:7][C:8]([C:10]2[CH:11]=[C:12]3[C:16](=[CH:17][CH:18]=2)[NH:15][C:14]2[C:19](=[O:25])[NH:20][CH2:21][CH2:22][C:23](=O)[C:13]3=2)=[O:9])[CH:2]=1.Cl.[NH2:27][OH:28].N1C=CC=CC=1. The catalyst is CO.O. The product is [N:1]1[CH:6]=[CH:5][CH:4]=[C:3]([NH:7][C:8]([C:10]2[CH:11]=[C:12]3[C:16](=[CH:17][CH:18]=2)[NH:15][C:14]2[C:19](=[O:25])[NH:20][CH2:21][CH2:22][C:23](=[N:27][OH:28])[C:13]3=2)=[O:9])[CH:2]=1. The yield is 0.0800. (6) The reactants are [OH:1][C:2]1([CH:13]([N+:15]([O-:17])=[O:16])[CH3:14])[CH2:5][N:4](C(OC(C)(C)C)=O)[CH2:3]1.[ClH:18]. The catalyst is CO.O1CCOCC1. The product is [ClH:18].[N+:15]([CH:13]([C:2]1([OH:1])[CH2:5][NH:4][CH2:3]1)[CH3:14])([O-:17])=[O:16]. The yield is 0.960. (7) The reactants are [CH2:1]([O:3][C:4]([C:6]1[C:18]([CH2:19][C:20]2[CH:24]=[CH:23][S:22][CH:21]=2)=[N:17][C:9]2[C@H:10]3[N:14]([C:15](=[O:16])[C:8]=2[C:7]=1[C:25]1[CH:33]=[CH:32][C:28]([C:29](O)=[O:30])=[CH:27][CH:26]=1)[CH2:13][CH2:12][CH2:11]3)=[O:5])[CH3:2].CCN=C=NCCCN(C)C.C1C=CC2N(O)N=NC=2C=1.[CH:55]1[CH:59]=[C:58]([CH2:60][NH2:61])[O:57][CH:56]=1. The catalyst is C(Cl)Cl.CCOCC. The product is [O:57]1[CH:56]=[CH:55][CH:59]=[C:58]1[CH2:60][NH:61][C:29]([C:28]1[CH:32]=[CH:33][C:25]([C:7]2[C:8]3[C:15](=[O:16])[N:14]4[C@H:10]([C:9]=3[N:17]=[C:18]([CH2:19][C:20]3[CH:24]=[CH:23][S:22][CH:21]=3)[C:6]=2[C:4]([O:3][CH2:1][CH3:2])=[O:5])[CH2:11][CH2:12][CH2:13]4)=[CH:26][CH:27]=1)=[O:30]. The yield is 0.680. (8) The reactants are [C:1]([O:5][C:6]([N:8]1[C:13]([CH3:14])=[CH:12][CH2:11][CH2:10][CH:9]1[CH2:15][CH2:16][CH2:17][CH2:18][CH3:19])=[O:7])([CH3:4])([CH3:3])[CH3:2].C([BH3-])#N.[Na+].C(O)(C(F)(F)F)=O.CCOC(C)=O. The catalyst is C(Cl)Cl. The product is [C:6]([N:8]1[C@@H:9]([CH2:15][CH2:16][CH2:17][CH2:18][CH3:19])[CH2:10][CH2:11][CH2:12][C@@H:13]1[CH3:14])([O:5][C:1]([CH3:4])([CH3:3])[CH3:2])=[O:7]. The yield is 0.700. (9) The reactants are Cl[C:2]1[C:7](=[O:8])[N:6]([CH3:9])[C:5]([N:10]2[CH2:15][CH2:14][CH:13]([NH:16][C:17](=[O:23])[O:18][C:19]([CH3:22])([CH3:21])[CH3:20])[CH2:12][CH2:11]2)=[N:4][C:3]=1[C:24]1[CH:29]=[CH:28][C:27]([C:30]#[N:31])=[CH:26][CH:25]=1.B(O)(O)[C:33]1[CH:34]=[CH:35][C:36]([CH3:39])=[CH:37][CH:38]=1.C([O-])([O-])=O.[K+].[K+]. The catalyst is CN(C=O)C.CC(P(C(C)(C)C)[C]1[CH][CH][CH][CH]1)(C)C.CC(P(C(C)(C)C)[C]1[CH][CH][CH][CH]1)(C)C.Cl[Pd]Cl.[Fe]. The product is [C:30]([C:27]1[CH:28]=[CH:29][C:24]([C:3]2[N:4]=[C:5]([N:10]3[CH2:15][CH2:14][CH:13]([NH:16][C:17](=[O:23])[O:18][C:19]([CH3:21])([CH3:20])[CH3:22])[CH2:12][CH2:11]3)[N:6]([CH3:9])[C:7](=[O:8])[C:2]=2[C:33]2[CH:38]=[CH:37][C:36]([CH3:39])=[CH:35][CH:34]=2)=[CH:25][CH:26]=1)#[N:31]. The yield is 0.220. (10) The reactants are Br[C:2]1[CH:7]=[CH:6][C:5]2[C:8]3([CH2:28][O:29][C:4]=2[CH:3]=1)[C:16]1[C:11](=[CH:12][CH:13]=[CH:14][CH:15]=1)[N:10]([CH2:17][C:18]1[O:19][C:20]([C:23]([F:26])([F:25])[F:24])=[CH:21][CH:22]=1)[C:9]3=[O:27].[C:30]([N:37]1[CH2:41][CH2:40][C@@H:39]([NH2:42])[CH2:38]1)([O:32][C:33]([CH3:36])([CH3:35])[CH3:34])=[O:31].CC(P(C(C)(C)C)C1C(C2C=CC=CC=2)=CC=CC=1)(C)C.CC(C)([O-])C.[Na+]. The catalyst is C1(C)C=CC=CC=1.C([O-])(=O)C.[Pd+2].C([O-])(=O)C. The product is [O:27]=[C:9]1[C:8]2([C:5]3[CH:6]=[CH:7][C:2]([NH:42][C@@H:39]4[CH2:40][CH2:41][N:37]([C:30]([O:32][C:33]([CH3:36])([CH3:35])[CH3:34])=[O:31])[CH2:38]4)=[CH:3][C:4]=3[O:29][CH2:28]2)[C:16]2[C:11](=[CH:12][CH:13]=[CH:14][CH:15]=2)[N:10]1[CH2:17][C:18]1[O:19][C:20]([C:23]([F:26])([F:24])[F:25])=[CH:21][CH:22]=1. The yield is 0.480.